This data is from Full USPTO retrosynthesis dataset with 1.9M reactions from patents (1976-2016). The task is: Predict the reactants needed to synthesize the given product. (1) Given the product [F:1][C:2]1[CH:7]=[CH:6][CH:5]=[CH:4][C:3]=1[C:8]1[N:9]=[C:10]([C@H:13]2[CH2:18][CH2:17][CH2:16][N:15]([C:23]([C:22]3[CH:26]=[CH:27][N:28]=[C:20]([F:19])[CH:21]=3)=[O:24])[CH2:14]2)[O:11][CH:12]=1, predict the reactants needed to synthesize it. The reactants are: [F:1][C:2]1[CH:7]=[CH:6][CH:5]=[CH:4][C:3]=1[C:8]1[N:9]=[C:10]([C@H:13]2[CH2:18][CH2:17][CH2:16][NH:15][CH2:14]2)[O:11][CH:12]=1.[F:19][C:20]1[CH:21]=[C:22]([CH:26]=[CH:27][N:28]=1)[C:23](O)=[O:24]. (2) Given the product [C:6]([CH:8]=[CH:9][C:10]1[CH:19]=[CH:18][C:13]([C:14]([O:16][CH3:17])=[O:15])=[CH:12][CH:11]=1)([OH:7])=[O:5], predict the reactants needed to synthesize it. The reactants are: C([O:5][C:6]([CH:8]=[CH:9][C:10]1[CH:19]=[CH:18][C:13]([C:14]([O:16][CH3:17])=[O:15])=[CH:12][CH:11]=1)=[O:7])(C)(C)C.FC(F)(F)C(O)=O. (3) Given the product [N:1]1[CH:6]=[CH:5][CH:4]=[CH:3][C:2]=1[C:7]1[O:8][C:9]2[CH2:14][CH2:13][NH:12][CH2:11][C:10]=2[N:25]=1, predict the reactants needed to synthesize it. The reactants are: [N:1]1[CH:6]=[CH:5][CH:4]=[CH:3][C:2]=1[C:7]1[O:8][C:9]2[CH2:14][CH2:13][N:12](C(OCC3C=CC=CC=3)=O)[CH2:11][C:10]=2[N:25]=1. (4) Given the product [S:51](=[O:53])(=[O:52])([O:1][CH2:2][C@H:3]1[CH2:4][C@@H:5]([NH:19][C:20]2[C:25]([C:26]([C:28]3[S:29][CH:30]=[C:31]([CH2:33][C:34]4[O:35][C:36]([C:39]([F:42])([F:41])[F:40])=[CH:37][CH:38]=4)[CH:32]=3)=[O:27])=[CH:24][N:23]=[CH:22][N:21]=2)[CH2:6][C@@H:7]1[OH:8])[NH2:54], predict the reactants needed to synthesize it. The reactants are: [OH:1][CH2:2][C@@H:3]1[C@@H:7]([O:8][Si](C(C)C)(C(C)C)C(C)C)[CH2:6][C@H:5]([NH:19][C:20]2[C:25]([C:26]([C:28]3[S:29][CH:30]=[C:31]([CH2:33][C:34]4[O:35][C:36]([C:39]([F:42])([F:41])[F:40])=[CH:37][CH:38]=4)[CH:32]=3)=[O:27])=[CH:24][N:23]=[CH:22][N:21]=2)[CH2:4]1.C(N(CC)CC)C.Cl[S:51]([NH2:54])(=[O:53])=[O:52].Cl. (5) Given the product [N:18]1([CH2:23][CH2:24][NH:25][C:26]([C:28]2[C:32]([CH3:33])=[C:31]([CH:34]=[C:10]3[C:9]4[C:13](=[CH:14][CH:15]=[CH:16][C:8]=4[C:5]4[CH:4]=[CH:3][C:2]([Br:1])=[CH:7][CH:6]=4)[NH:12][C:11]3=[O:17])[NH:30][C:29]=2[CH3:36])=[O:27])[CH2:22][CH2:21][CH2:20][CH2:19]1, predict the reactants needed to synthesize it. The reactants are: [Br:1][C:2]1[CH:7]=[CH:6][C:5]([C:8]2[CH:16]=[CH:15][CH:14]=[C:13]3[C:9]=2[CH2:10][C:11](=[O:17])[NH:12]3)=[CH:4][CH:3]=1.[N:18]1([CH2:23][CH2:24][NH:25][C:26]([C:28]2[C:32]([CH3:33])=[C:31]([CH:34]=O)[NH:30][C:29]=2[CH3:36])=[O:27])[CH2:22][CH2:21][CH2:20][CH2:19]1. (6) Given the product [CH3:24][C:23]([CH3:26])([CH3:25])[C:22](=[O:27])[CH2:21][O:11][C:9]1[N:8]([C:12]2[CH:13]=[CH:14][CH:15]=[CH:16][CH:17]=2)[N:7]=[C:6]([C:4]([OH:3])=[O:5])[CH:10]=1, predict the reactants needed to synthesize it. The reactants are: C([O:3][C:4]([C:6]1[CH:10]=[C:9]([OH:11])[N:8]([C:12]2[CH:17]=[CH:16][CH:15]=[CH:14][CH:13]=2)[N:7]=1)=[O:5])C.[H-].[Na+].Br[CH2:21][C:22](=[O:27])[C:23]([CH3:26])([CH3:25])[CH3:24]. (7) Given the product [CH3:1][N:2]([CH:19]=[C:28]1[CH2:27][C:26](=[O:31])[NH:25][C:24]2[CH:32]=[CH:33][C:21]([F:20])=[CH:22][C:23]=2[C:29]1=[O:30])[CH3:3], predict the reactants needed to synthesize it. The reactants are: [CH3:1][N:2]([CH3:19])[CH:3]1C(=C)C(=O)NC2C=CC(OC)=CC=2C1=O.[F:20][C:21]1[CH:33]=[CH:32][C:24]2[NH:25][C:26](=[O:31])[CH2:27][CH2:28][C:29](=[O:30])[C:23]=2[CH:22]=1. (8) Given the product [C:1]([O:5][C:6](=[O:7])[NH:8][C:9]([CH3:29])([CH3:28])[CH2:10][C:11]1[C:19]2[C:14](=[C:15]([C:38]3[S:37][CH:41]=[CH:40][CH:39]=3)[CH:16]=[CH:17][CH:18]=2)[NH:13][CH:12]=1)([CH3:2])([CH3:4])[CH3:3], predict the reactants needed to synthesize it. The reactants are: [C:1]([O:5][C:6]([NH:8][C:9]([CH3:29])([CH3:28])[CH2:10][C:11]1[C:19]2[C:14](=[C:15](OS(C(F)(F)F)(=O)=O)[CH:16]=[CH:17][CH:18]=2)[NH:13][CH:12]=1)=[O:7])([CH3:4])([CH3:3])[CH3:2].C(N(CC)CC)C.[S:37]1[CH:41]=[CH:40][CH:39]=[C:38]1B(O)O.